From a dataset of Reaction yield outcomes from USPTO patents with 853,638 reactions. Predict the reaction yield, written as a fraction of the theoretical maximum amount of product (1.0 means a 100% yield; for example, 0.34 means a 34% yield). (1) The reactants are [Br:1][C:2]1[CH:3]=[C:4]([CH:8]([OH:13])[C:9]([F:12])([F:11])[F:10])[CH:5]=[N:6][CH:7]=1.[C:14](OC(=O)C)(=[O:16])[CH3:15]. The catalyst is N1C=CC=CC=1. The product is [C:14]([O:13][CH:8]([C:4]1[CH:5]=[N:6][CH:7]=[C:2]([Br:1])[CH:3]=1)[C:9]([F:10])([F:11])[F:12])(=[O:16])[CH3:15]. The yield is 0.950. (2) The reactants are N1C=CC=CC=1.Br[CH:8]1[C:13](=O)[CH2:12][CH2:11][CH2:10][C:9]1=[O:15].[NH2:16][C@H:17]([C:20]([OH:22])=[O:21])[CH2:18][SH:19]. The catalyst is CO. The product is [O:15]=[C:9]1[C:8]2[S:19][CH2:18][C@@H:17]([C:20]([OH:22])=[O:21])[NH:16][C:13]=2[CH2:12][CH2:11][CH2:10]1. The yield is 0.510.